This data is from Forward reaction prediction with 1.9M reactions from USPTO patents (1976-2016). The task is: Predict the product of the given reaction. (1) Given the reactants [Cl:1][C:2]1[N:7]=[CH:6][C:5]([CH2:8][C:9]2[C:18]3[C:13](=[CH:14][CH:15]=[CH:16][CH:17]=3)[N:12]=[C:11]([C:19]([NH:21][C@H:22]3[CH2:27][CH2:26][CH2:25][CH2:24][C@@H:23]3[OH:28])=[O:20])[CH:10]=2)=[CH:4][CH:3]=1.[CH3:29][N:30]1[CH:34]=[C:33](B2OC(C)(C)C(C)(C)O2)[CH:32]=[N:31]1.C1(P(C2CCCCC2)C2CCCCC2)CCCCC1.P([O-])([O-])([O-])=O.[K+].[K+].[K+], predict the reaction product. The product is: [Cl:1][C:2]1[N:7]=[CH:6][C:5]([CH2:8][C:9]2[C:18]3[C:13](=[CH:14][CH:15]=[CH:16][CH:17]=3)[N:12]=[C:11]([C:19]([NH:21][C@H:22]3[CH2:27][CH2:26][CH2:25][CH2:24][C@@H:23]3[OH:28])=[O:20])[CH:10]=2)=[CH:4][CH:3]=1.[OH:28][C@H:23]1[CH2:24][CH2:25][CH2:26][CH2:27][C@@H:22]1[NH:21][C:19]([C:11]1[CH:10]=[C:9]([CH2:8][C:5]2[CH:6]=[N:7][C:2]([C:33]3[CH:32]=[N:31][N:30]([CH3:29])[CH:34]=3)=[CH:3][CH:4]=2)[C:18]2[C:13](=[CH:14][CH:15]=[CH:16][CH:17]=2)[N:12]=1)=[O:20]. (2) The product is: [CH3:18][Si:19]([CH3:21])([CH3:20])[C:22]#[C:23][C:2]1[CH:7]=[CH:6][C:5]([C:8]2[CH:13]=[CH:12][CH:11]=[CH:10][CH:9]=2)=[C:4]([C:14]([F:17])([F:16])[F:15])[CH:3]=1. Given the reactants Br[C:2]1[CH:7]=[CH:6][C:5]([C:8]2[CH:13]=[CH:12][CH:11]=[CH:10][CH:9]=2)=[C:4]([C:14]([F:17])([F:16])[F:15])[CH:3]=1.[CH3:18][Si:19]([C:22]#[CH:23])([CH3:21])[CH3:20], predict the reaction product. (3) The product is: [CH2:27]([O:30][C:2]1[N:7]2[N:8]=[C:9]([C:18]3[CH:23]=[CH:22][CH:21]=[CH:20][C:19]=3[Cl:24])[C:10]([C:11]3[CH:12]=[CH:13][C:14]([Cl:17])=[CH:15][CH:16]=3)=[C:6]2[N:5]=[CH:4][CH:3]=1)[CH:28]=[CH2:29]. Given the reactants Cl[C:2]1[N:7]2[N:8]=[C:9]([C:18]3[CH:23]=[CH:22][CH:21]=[CH:20][C:19]=3[Cl:24])[C:10]([C:11]3[CH:16]=[CH:15][C:14]([Cl:17])=[CH:13][CH:12]=3)=[C:6]2[N:5]=[CH:4][CH:3]=1.[H-].[Na+].[CH2:27]([OH:30])[CH:28]=[CH2:29], predict the reaction product. (4) Given the reactants I[C:2]1[CH:3]=[C:4]2[C:8](=[CH:9][CH:10]=1)[CH2:7][N:6]([C:11]([C:24]1[CH:29]=[CH:28][CH:27]=[CH:26][CH:25]=1)([C:18]1[CH:23]=[CH:22][CH:21]=[CH:20][CH:19]=1)[C:12]1[CH:17]=[CH:16][CH:15]=[CH:14][CH:13]=1)[CH2:5]2.[CH:30]#[C:31][CH2:32][CH2:33][CH2:34][CH2:35][CH2:36][CH3:37], predict the reaction product. The product is: [C:30]([C:2]1[CH:3]=[C:4]2[C:8](=[CH:9][CH:10]=1)[CH2:7][N:6]([C:11]([C:18]1[CH:19]=[CH:20][CH:21]=[CH:22][CH:23]=1)([C:12]1[CH:13]=[CH:14][CH:15]=[CH:16][CH:17]=1)[C:24]1[CH:25]=[CH:26][CH:27]=[CH:28][CH:29]=1)[CH2:5]2)#[C:31][CH2:32][CH2:33][CH2:34][CH2:35][CH2:36][CH3:37]. (5) Given the reactants [Cl:1][CH:2]([C:15]1[CH:20]=[CH:19][CH:18]=[CH:17][CH:16]=1)[C:3]([C:5]1[C:13]2[C:8](=[CH:9][CH:10]=[C:11]([F:14])[CH:12]=2)[NH:7][CH:6]=1)=[O:4].Br[CH2:22][CH2:23][O:24][CH2:25][O:26][CH3:27].[C:28](=[O:31])([O-])[O-].[K+].[K+], predict the reaction product. The product is: [Cl:1][CH:2]([C:15]1[CH:20]=[CH:19][CH:18]=[CH:17][CH:16]=1)[C:3]([C:5]1[C:13]2[C:8](=[CH:9][CH:10]=[C:11]([F:14])[CH:12]=2)[N:7]([CH2:22][CH2:23][O:24][CH2:25][O:26][CH3:27])[CH:6]=1)=[O:4].[F:14][C:11]1[CH:12]=[C:13]2[C:8](=[CH:9][CH:10]=1)[N:7]([CH2:22][CH2:23][O:24][CH2:25][O:26][CH3:27])[CH:6]=[C:5]2[C:3](=[O:4])[CH:2]([NH:7][C:8]1[CH:13]=[CH:12][CH:11]=[C:10]([O:31][CH3:28])[CH:9]=1)[C:15]1[CH:20]=[CH:19][CH:18]=[CH:17][CH:16]=1.